The task is: Binary Classification. Given a drug SMILES string, predict its activity (active/inactive) in a high-throughput screening assay against a specified biological target.. This data is from M1 muscarinic receptor antagonist screen with 61,756 compounds. The result is 0 (inactive). The compound is S1C(CC(=O)n2c3c(nc12)cccc3)C(O)=O.